The task is: Regression. Given a peptide amino acid sequence and an MHC pseudo amino acid sequence, predict their binding affinity value. This is MHC class I binding data.. This data is from Peptide-MHC class I binding affinity with 185,985 pairs from IEDB/IMGT. (1) The peptide sequence is RRWIQLGLQK. The MHC is HLA-A02:03 with pseudo-sequence HLA-A02:03. The binding affinity (normalized) is 0. (2) The peptide sequence is ALFYKDGKL. The MHC is HLA-A02:01 with pseudo-sequence HLA-A02:01. The binding affinity (normalized) is 0.420. (3) The peptide sequence is HAEIESATL. The MHC is HLA-A31:01 with pseudo-sequence HLA-A31:01. The binding affinity (normalized) is 0.0847. (4) The MHC is HLA-A31:01 with pseudo-sequence HLA-A31:01. The peptide sequence is MCFHQHLMY. The binding affinity (normalized) is 0.0847. (5) The peptide sequence is SLIKYKKTL. The MHC is HLA-A02:01 with pseudo-sequence HLA-A02:01. The binding affinity (normalized) is 0.244.